This data is from Catalyst prediction with 721,799 reactions and 888 catalyst types from USPTO. The task is: Predict which catalyst facilitates the given reaction. (1) Reactant: [OH-].[Na+].[C:3]([C:5]1[C:13]2[C:8](=[CH:9][CH:10]=[C:11]([C:14]([O:16]C)=[O:15])[CH:12]=2)[N:7]([CH:18]2[CH2:23][CH2:22][CH2:21][CH2:20][O:19]2)[N:6]=1)#[CH:4].Cl. The catalyst class is: 121. Product: [C:3]([C:5]1[C:13]2[C:8](=[CH:9][CH:10]=[C:11]([C:14]([OH:16])=[O:15])[CH:12]=2)[N:7]([CH:18]2[CH2:23][CH2:22][CH2:21][CH2:20][O:19]2)[N:6]=1)#[CH:4]. (2) Reactant: [C:1]1([S:7]([N:10]2[C:18]3[C:13](=[CH:14][C:15]([Cl:19])=[CH:16][CH:17]=3)[CH:12]=[C:11]2[S:20](Cl)(=[O:22])=[O:21])(=[O:9])=[O:8])[CH:6]=[CH:5][CH:4]=[CH:3][CH:2]=1.[NH:24]1[CH2:29][CH2:28][NH:27][CH2:26][CH2:25]1. Product: [C:1]1([S:7]([N:10]2[C:18]3[C:13](=[CH:14][C:15]([Cl:19])=[CH:16][CH:17]=3)[CH:12]=[C:11]2[S:20]([N:24]2[CH2:29][CH2:28][NH:27][CH2:26][CH2:25]2)(=[O:22])=[O:21])(=[O:9])=[O:8])[CH:6]=[CH:5][CH:4]=[CH:3][CH:2]=1. The catalyst class is: 4. (3) Reactant: [N+:1]([C:4]1[CH:5]=[C:6]([CH:8]=[CH:9][CH:10]=1)[NH2:7])([O-:3])=[O:2].N1C=CC=CC=1.[Br:17][C:18]1[C:19]([F:27])=[C:20]([CH:24]=[CH:25][CH:26]=1)[C:21](Cl)=[O:22]. Product: [Br:17][C:18]1[C:19]([F:27])=[C:20]([CH:24]=[CH:25][CH:26]=1)[C:21]([NH:7][C:6]1[CH:8]=[CH:9][CH:10]=[C:4]([N+:1]([O-:3])=[O:2])[CH:5]=1)=[O:22]. The catalyst class is: 4. (4) Reactant: [OH:1][C:2]1[CH:3]=[C:4]([CH:6]=[CH:7][C:8]=1[OH:9])[NH2:5].CN(C)C=O.[N+:15]([C:18]1[O:22][C:21]([CH:23]=[CH:24][C:25]2[N:34]=[C:33](Cl)[C:32]3[C:27](=[CH:28][CH:29]=[CH:30][CH:31]=3)[N:26]=2)=[CH:20][CH:19]=1)([O-:17])=[O:16]. Product: [N+:15]([C:18]1[O:22][C:21]([CH:23]=[CH:24][C:25]2[N:34]=[C:33]([NH:5][C:4]3[CH:6]=[CH:7][C:8]([OH:9])=[C:2]([OH:1])[CH:3]=3)[C:32]3[C:27](=[CH:28][CH:29]=[CH:30][CH:31]=3)[N:26]=2)=[CH:20][CH:19]=1)([O-:17])=[O:16]. The catalyst class is: 6. (5) Reactant: C(OC(=O)[NH:7][CH2:8][CH2:9][N:10]1[C:18]2[C:17]([NH:19][C:20]3[CH:25]=[CH:24][C:23]([O:26][C:27]4[CH:32]=[CH:31][CH:30]=[C:29]([O:33][CH2:34][C:35]([CH3:38])([CH3:37])[CH3:36])[CH:28]=4)=[C:22]([CH3:39])[CH:21]=3)=[N:16][CH:15]=[N:14][C:13]=2[CH:12]=[CH:11]1)(C)(C)C.[ClH:41]. The catalyst class is: 8. Product: [ClH:41].[ClH:41].[NH2:7][CH2:8][CH2:9][N:10]1[C:18]2[C:17]([NH:19][C:20]3[CH:25]=[CH:24][C:23]([O:26][C:27]4[CH:32]=[CH:31][CH:30]=[C:29]([O:33][CH2:34][C:35]([CH3:37])([CH3:36])[CH3:38])[CH:28]=4)=[C:22]([CH3:39])[CH:21]=3)=[N:16][CH:15]=[N:14][C:13]=2[CH:12]=[CH:11]1.